This data is from Full USPTO retrosynthesis dataset with 1.9M reactions from patents (1976-2016). The task is: Predict the reactants needed to synthesize the given product. (1) Given the product [CH3:1][O:2][C:3]1[CH:8]=[CH:7][C:6]([C@@H:9]([NH:11][C@@H:12]2[C:21]3[N:20]=[CH:19][CH:18]=[CH:17][C:16]=3[CH2:15][CH2:14][C@@H:13]2[CH2:22][CH2:23][CH2:24][OH:25])[CH3:10])=[CH:5][CH:4]=1, predict the reactants needed to synthesize it. The reactants are: [CH3:1][O:2][C:3]1[CH:8]=[CH:7][C:6]([C@@H:9]([NH:11][C@@H:12]2[C:21]3[N:20]=[CH:19][CH:18]=[CH:17][C:16]=3[CH2:15][CH2:14][C@@H:13]2[CH2:22][CH2:23][C:24](OCC)=[O:25])[CH3:10])=[CH:5][CH:4]=1.[H-].[Al+3].[Li+].[H-].[H-].[H-]. (2) Given the product [NH2:11][C:10]1[C:5]([C:3]([O:2][CH3:1])=[O:4])=[N:6][C:7]([C:22]2[O:23][CH:24]=[CH:25][N:26]=2)=[C:8]([C:12]([F:15])([F:14])[F:13])[CH:9]=1, predict the reactants needed to synthesize it. The reactants are: [CH3:1][O:2][C:3]([C:5]1[C:10]([NH2:11])=[CH:9][C:8]([C:12]([F:15])([F:14])[F:13])=[C:7](Br)[N:6]=1)=[O:4].C([Sn](CCCC)(CCCC)[C:22]1[O:23][CH:24]=[CH:25][N:26]=1)CCC.